This data is from Forward reaction prediction with 1.9M reactions from USPTO patents (1976-2016). The task is: Predict the product of the given reaction. Given the reactants [C:1]([O:5][C:6]([N:8]1[CH2:20][CH2:19][CH2:18][C:9]21[C:12](=[O:13])[N:11]([CH2:14][C:15](O)=[O:16])[CH2:10]2)=[O:7])([CH3:4])([CH3:3])[CH3:2].CCN(C(C)C)C(C)C.[NH2:30][C@@H:31]([C@H:35]([OH:37])[CH3:36])[C:32]([NH2:34])=[O:33].CN(C(ON1N=NC2C=CC=NC1=2)=[N+](C)C)C.F[P-](F)(F)(F)(F)F, predict the reaction product. The product is: [NH2:34][C:32](=[O:33])[C@@H:31]([NH:30][C:15](=[O:16])[CH2:14][N:11]1[CH2:10][C:9]2([CH2:18][CH2:19][CH2:20][N:8]2[C:6]([O:5][C:1]([CH3:3])([CH3:2])[CH3:4])=[O:7])[C:12]1=[O:13])[C@H:35]([OH:37])[CH3:36].